Predict the reactants needed to synthesize the given product. From a dataset of Full USPTO retrosynthesis dataset with 1.9M reactions from patents (1976-2016). Given the product [Cl:39][C:40]1[CH:48]=[C:47]([C:49]#[C:50][C:51]([O:54][CH3:55])([CH3:53])[CH3:52])[C:43]2[O:44][CH2:45][O:46][C:42]=2[C:41]=1[NH:56][C:17]1[C:26]2[C:21](=[CH:22][C:23]([O:29][CH2:30][CH2:31][CH2:32][N:33]3[CH2:38][CH2:37][O:36][CH2:35][CH2:34]3)=[C:24]([O:27][CH3:28])[CH:25]=2)[N:20]=[CH:19][N:18]=1, predict the reactants needed to synthesize it. The reactants are: C[Si]([N-][Si](C)(C)C)(C)C.[Na+].O1CCCC1.Cl[C:17]1[C:26]2[C:21](=[CH:22][C:23]([O:29][CH2:30][CH2:31][CH2:32][N:33]3[CH2:38][CH2:37][O:36][CH2:35][CH2:34]3)=[C:24]([O:27][CH3:28])[CH:25]=2)[N:20]=[CH:19][N:18]=1.[Cl:39][C:40]1[CH:48]=[C:47]([C:49]#[C:50][C:51]([O:54][CH3:55])([CH3:53])[CH3:52])[C:43]2[O:44][CH2:45][O:46][C:42]=2[C:41]=1[NH2:56].